From a dataset of Peptide-MHC class II binding affinity with 134,281 pairs from IEDB. Regression. Given a peptide amino acid sequence and an MHC pseudo amino acid sequence, predict their binding affinity value. This is MHC class II binding data. (1) The peptide sequence is PWMQVPLEVKREACP. The MHC is DRB3_0301 with pseudo-sequence DRB3_0301. The binding affinity (normalized) is 0.259. (2) The peptide sequence is SGLFQLIFFLTLAGR. The MHC is DRB5_0101 with pseudo-sequence DRB5_0101. The binding affinity (normalized) is 0.464. (3) The peptide sequence is SKLKLLKGSETTVTE. The MHC is DRB4_0101 with pseudo-sequence DRB4_0103. The binding affinity (normalized) is 0.453. (4) The MHC is DRB1_0401 with pseudo-sequence DRB1_0401. The binding affinity (normalized) is 0.281. The peptide sequence is VIDVKLVDANGTLHD.